Task: Predict the reactants needed to synthesize the given product.. Dataset: Full USPTO retrosynthesis dataset with 1.9M reactions from patents (1976-2016) (1) Given the product [CH3:1][O:2][C:3]1[CH:4]=[C:5]2[C:10](=[CH:11][C:12]=1[O:13][CH3:14])[N:9]=[CH:8][N:7]=[C:6]2[O:15][C:16]1[CH:22]=[CH:21][C:19]([NH:20][C:41](=[O:47])[O:42][CH2:43][CH2:57][CH2:56][O:55][C:54]2[CH:60]=[CH:61][C:51]([O:50][CH3:49])=[CH:52][CH:53]=2)=[CH:18][CH:17]=1, predict the reactants needed to synthesize it. The reactants are: [CH3:1][O:2][C:3]1[CH:4]=[C:5]2[C:10](=[CH:11][C:12]=1[O:13][CH3:14])[N:9]=[CH:8][N:7]=[C:6]2[O:15][C:16]1[CH:22]=[CH:21][C:19]([NH2:20])=[CH:18][CH:17]=1.C1(C)C=CC=CC=1.C(N(CC)CC)C.ClC(Cl)(O[C:41](=[O:47])[O:42][C:43](Cl)(Cl)Cl)Cl.[CH3:49][O:50][C:51]1[CH:61]=[CH:60][C:54]([O:55][CH2:56][CH2:57]CO)=[CH:53][CH:52]=1. (2) Given the product [C:21]([O:20][C:18](=[O:19])[C:17]([O:1][C:2]1[CH:3]=[CH:4][C:5]2[N:6]([N:8]=[CH:9][C:10]=2[C:11]([OH:13])=[O:12])[CH:7]=1)([CH3:26])[CH3:25])([CH3:24])([CH3:23])[CH3:22], predict the reactants needed to synthesize it. The reactants are: [OH:1][C:2]1[CH:3]=[CH:4][C:5]2[N:6]([N:8]=[CH:9][C:10]=2[C:11]([O:13]CC)=[O:12])[CH:7]=1.Br[C:17]([CH3:26])([CH3:25])[C:18]([O:20][C:21]([CH3:24])([CH3:23])[CH3:22])=[O:19].C(=O)([O-])[O-].[Cs+].[Cs+].[Li+].[OH-].C(O)(C(F)(F)F)=O. (3) The reactants are: [Cl:1][C:2]1[C:3](C(N)=O)=[N:4][CH:5]=[CH:6][C:7]=1[O:8][C:9]1[CH:14]=[CH:13][C:12]([NH:15][C:16]([C:18]2[C:19](=[O:31])[N:20]([C:25]3[CH:30]=[CH:29][CH:28]=[CH:27][CH:26]=3)[N:21]([CH3:24])[C:22]=2[CH3:23])=[O:17])=[C:11]([F:32])[CH:10]=1.C(OI(C1C=CC=CC=1)OC(=O)C)(=O)C.CC#[N:53]. Given the product [NH2:53][C:3]1[C:2]([Cl:1])=[C:7]([O:8][C:9]2[CH:14]=[CH:13][C:12]([NH:15][C:16]([C:18]3[C:19](=[O:31])[N:20]([C:25]4[CH:26]=[CH:27][CH:28]=[CH:29][CH:30]=4)[N:21]([CH3:24])[C:22]=3[CH3:23])=[O:17])=[C:11]([F:32])[CH:10]=2)[CH:6]=[CH:5][N:4]=1, predict the reactants needed to synthesize it. (4) Given the product [CH2:10]([C@H:17]1[CH2:18][N:19]([C:23]2[CH:28]=[CH:27][C:26]([O:29][CH3:30])=[C:25]([O:31][CH:32]([CH3:34])[CH3:33])[CH:24]=2)[CH2:20][CH2:21][N:22]1[C:7](=[O:9])[CH2:6][C:4]1[NH:3][CH:2]=[N:1][CH:5]=1)[C:11]1[CH:12]=[CH:13][CH:14]=[CH:15][CH:16]=1, predict the reactants needed to synthesize it. The reactants are: [N:1]1[CH:5]=[C:4]([CH2:6][C:7]([OH:9])=O)[NH:3][CH:2]=1.[CH2:10]([C@@H:17]1[NH:22][CH2:21][CH2:20][N:19]([C:23]2[CH:28]=[CH:27][C:26]([O:29][CH3:30])=[C:25]([O:31][CH:32]([CH3:34])[CH3:33])[CH:24]=2)[CH2:18]1)[C:11]1[CH:16]=[CH:15][CH:14]=[CH:13][CH:12]=1. (5) Given the product [CH:1]1([C:4]([N:6]2[CH2:10][CH2:9][C@@H:8]([CH2:11][N:12]3[C:13]4[C:18]([C:19]([F:20])([F:21])[F:22])=[CH:17][CH:16]=[CH:15][C:14]=4[N:23]=[C:24]3[C:26]3[CH:27]=[CH:28][C:29]([C:32]4[CH:40]=[C:39]5[C:35]([CH:36]=[N:37][NH:38]5)=[CH:34][CH:33]=4)=[CH:30][CH:31]=3)[CH2:7]2)=[O:5])[CH2:3][CH2:2]1, predict the reactants needed to synthesize it. The reactants are: [CH:1]1([C:4]([N:6]2[CH2:10][CH2:9][C@@H:8]([CH2:11][NH:12][C:13]3[C:14]([NH2:23])=[CH:15][CH:16]=[CH:17][C:18]=3[C:19]([F:22])([F:21])[F:20])[CH2:7]2)=[O:5])[CH2:3][CH2:2]1.[CH:24]([C:26]1[CH:31]=[CH:30][C:29]([C:32]2[CH:40]=[C:39]3[C:35]([CH:36]=[N:37][NH:38]3)=[CH:34][CH:33]=2)=[CH:28][CH:27]=1)=O. (6) Given the product [Cl:7][C:8]1[CH:16]=[CH:15][CH:14]=[C:13]2[C:9]=1[C:10]([C:17]([NH:19][CH2:20][CH:21]1[CH2:26][CH2:25][C:24]([F:27])([F:28])[CH2:23][CH2:22]1)=[O:18])=[CH:11][N:12]2[CH:3]1[CH2:4][CH2:5][O:1][CH2:2]1, predict the reactants needed to synthesize it. The reactants are: [O:1]1[CH2:5][CH2:4][CH:3](O)[CH2:2]1.[Cl:7][C:8]1[CH:16]=[CH:15][CH:14]=[C:13]2[C:9]=1[C:10]([C:17]([NH:19][CH2:20][CH:21]1[CH2:26][CH2:25][C:24]([F:28])([F:27])[CH2:23][CH2:22]1)=[O:18])=[CH:11][NH:12]2.C(C=P(CCCC)(CCCC)CCCC)#N.